Task: Predict the product of the given reaction.. Dataset: Forward reaction prediction with 1.9M reactions from USPTO patents (1976-2016) (1) Given the reactants [C:1]([C:3]1[CH:8]=[CH:7][CH:6]=[CH:5][C:4]=1[N:9]1[CH2:14][CH2:13][N:12]([CH2:15][CH2:16][CH2:17][CH2:18][CH2:19][C:20]([OH:22])=O)[CH2:11][CH2:10]1)#[N:2].[CH2:23]1[C:31]2[C:26](=[CH:27][CH:28]=[CH:29][CH:30]=2)[CH2:25][NH:24]1, predict the reaction product. The product is: [CH2:23]1[C:31]2[C:26](=[CH:27][CH:28]=[CH:29][CH:30]=2)[CH2:25][N:24]1[C:20](=[O:22])[CH2:19][CH2:18][CH2:17][CH2:16][CH2:15][N:12]1[CH2:11][CH2:10][N:9]([C:4]2[CH:5]=[CH:6][CH:7]=[CH:8][C:3]=2[C:1]#[N:2])[CH2:14][CH2:13]1. (2) Given the reactants CO[C:3]1[CH:12]=[CH:11][CH:10]=[C:9]2[C:4]=1[CH2:5][CH2:6][CH2:7][C:8]2=[O:13].[CH2:14]([Mg]Br)C, predict the reaction product. The product is: [CH3:14][C:3]1[CH:12]=[CH:11][CH:10]=[C:9]2[C:4]=1[CH:5]=[CH:6][CH:7]=[C:8]2[OH:13]. (3) Given the reactants C(=O)([O-])[O-].[Cs+].[Cs+].[CH3:7][N:8](C)[CH2:9]C(O)=O.CN1C[CH2:18][C@@H:17]([C:20]2[CH:25]=[C:24]([Cl:26])[CH:23]=[CH:22][C:21]=2[OH:27])[C@@H:16]1[C:28]1[CH:33]=[CH:32][CH:31]=[CH:30][C:29]=1Cl, predict the reaction product. The product is: [Cl:26][C:24]1[CH:23]=[CH:22][C:21]2[O:27][C:33]3[CH:32]=[CH:31][CH:30]=[CH:29][C:28]=3[C@H:16]3[CH2:7][N:8]([CH3:9])[CH2:18][C@@H:17]3[C:20]=2[CH:25]=1. (4) Given the reactants [F:1][C:2]1[C:3]([NH:15][C:16]2[CH:21]=[CH:20][C:19]([C:22]#[C:23][Si:24]([CH3:27])([CH3:26])[CH3:25])=[CH:18][C:17]=2[F:28])=[C:4]([CH:11]=[CH:12][C:13]=1[F:14])[C:5](N(OC)C)=[O:6].[CH3:29][Mg]Br, predict the reaction product. The product is: [F:1][C:2]1[C:3]([NH:15][C:16]2[CH:21]=[CH:20][C:19]([C:22]#[C:23][Si:24]([CH3:25])([CH3:26])[CH3:27])=[CH:18][C:17]=2[F:28])=[C:4]([C:5](=[O:6])[CH3:29])[CH:11]=[CH:12][C:13]=1[F:14]. (5) Given the reactants Br[C:2]1[CH:3]=[C:4]([CH:8]([O:18][CH:19]2[CH2:24][CH2:23][N:22]([CH3:25])[CH2:21][CH2:20]2)[C:9]2[NH:13][C:12]3[CH:14]=[CH:15][CH:16]=[CH:17][C:11]=3[N:10]=2)[CH:5]=[CH:6][CH:7]=1.CC1(C)C2C(=C(P(C3C=CC=CC=3)C3C=CC=CC=3)C=CC=2)OC2C(P(C3C=CC=CC=3)C3C=CC=CC=3)=CC=CC1=2.[CH2:68]([SH:75])[C:69]1[CH:74]=[CH:73][CH:72]=[CH:71][CH:70]=1.C(N(C(C)C)CC)(C)C, predict the reaction product. The product is: [CH2:68]([S:75][C:2]1[CH:3]=[C:4]([CH:8]([O:18][CH:19]2[CH2:24][CH2:23][N:22]([CH3:25])[CH2:21][CH2:20]2)[C:9]2[NH:13][C:12]3[CH:14]=[CH:15][CH:16]=[CH:17][C:11]=3[N:10]=2)[CH:5]=[CH:6][CH:7]=1)[C:69]1[CH:74]=[CH:73][CH:72]=[CH:71][CH:70]=1. (6) Given the reactants [CH2:1]([O:3][C:4]([C:6]1([C:9]2[CH:14]=[CH:13][C:12]([C:15]3[CH:20]=[CH:19][C:18]([C:21]4[S:22][C:23]([Cl:29])=[CH:24][C:25]=4C(=O)N)=[CH:17][C:16]=3[N+:30]([O-:32])=[O:31])=[CH:11][CH:10]=2)[CH2:8][CH2:7]1)=[O:5])[CH3:2].[N:33]1[CH:38]=CC=CC=1.FC(F)(F)C(OI(C1C=CC=CC=1)OC(=O)C(F)(F)F)=[O:42].[Cl:60][C:61]1[CH:66]=[CH:65][CH:64]=[CH:63][C:62]=1[C@H:67]([OH:69])[CH3:68], predict the reaction product. The product is: [CH2:1]([O:3][C:4]([C:6]1([C:9]2[CH:10]=[CH:11][C:12]([C:15]3[CH:20]=[CH:19][C:18]([C:21]4[S:22][C:23]([Cl:29])=[CH:24][C:25]=4[NH:33][C:38]([O:69][C@@H:67]([C:62]4[CH:63]=[CH:64][CH:65]=[CH:66][C:61]=4[Cl:60])[CH3:68])=[O:42])=[CH:17][C:16]=3[N+:30]([O-:32])=[O:31])=[CH:13][CH:14]=2)[CH2:8][CH2:7]1)=[O:5])[CH3:2].